From a dataset of CYP2D6 inhibition data for predicting drug metabolism from PubChem BioAssay. Regression/Classification. Given a drug SMILES string, predict its absorption, distribution, metabolism, or excretion properties. Task type varies by dataset: regression for continuous measurements (e.g., permeability, clearance, half-life) or binary classification for categorical outcomes (e.g., BBB penetration, CYP inhibition). Dataset: cyp2d6_veith. (1) The drug is Cc1o[nH]c(=O)c1CC[C@H](N)C(=O)O. The result is 0 (non-inhibitor). (2) The molecule is O=c1oc(-c2ccco2)nc2c1cnn2-c1ccccc1. The result is 0 (non-inhibitor).